Dataset: Full USPTO retrosynthesis dataset with 1.9M reactions from patents (1976-2016). Task: Predict the reactants needed to synthesize the given product. (1) Given the product [OH:1][C:2]1[CH:8]=[C:7]([N+:9]([O-:11])=[O:10])[CH:6]=[CH:5][C:3]=1[NH:4][C:22]([NH:21][C:16]1[CH:17]=[CH:18][CH:19]=[CH:20][C:15]=1[O:14][C:13]([F:12])([F:24])[F:25])=[O:23], predict the reactants needed to synthesize it. The reactants are: [OH:1][C:2]1[CH:8]=[C:7]([N+:9]([O-:11])=[O:10])[CH:6]=[CH:5][C:3]=1[NH2:4].[F:12][C:13]([F:25])([F:24])[O:14][C:15]1[CH:20]=[CH:19][CH:18]=[CH:17][C:16]=1[N:21]=[C:22]=[O:23]. (2) The reactants are: [CH2:1]([S:8][C:9]1[C:14]([NH:15][C:16](=[O:22])[O:17][C:18]([CH3:21])([CH3:20])[CH3:19])=[CH:13][C:12]([N+:23]([O-])=O)=[CH:11][N:10]=1)[C:2]1[CH:7]=[CH:6][CH:5]=[CH:4][CH:3]=1.[NH4+].[Cl-]. Given the product [NH2:23][C:12]1[CH:13]=[C:14]([NH:15][C:16](=[O:22])[O:17][C:18]([CH3:20])([CH3:19])[CH3:21])[C:9]([S:8][CH2:1][C:2]2[CH:7]=[CH:6][CH:5]=[CH:4][CH:3]=2)=[N:10][CH:11]=1, predict the reactants needed to synthesize it. (3) Given the product [Cl:3][CH2:19][C:15]1[C:16]([CH3:18])=[N:17][C:12]([C:9]2[CH:10]=[CH:11][C:6]([F:5])=[CH:7][CH:8]=2)=[CH:13][CH:14]=1, predict the reactants needed to synthesize it. The reactants are: S(Cl)([Cl:3])=O.[F:5][C:6]1[CH:11]=[CH:10][C:9]([C:12]2[N:17]=[C:16]([CH3:18])[C:15]([CH2:19]O)=[CH:14][CH:13]=2)=[CH:8][CH:7]=1. (4) Given the product [CH3:38][N:39]1[CH2:43][C@H:42]([OH:44])[CH2:41][C@H:40]1[C:45]([N:6]1[CH2:5][CH2:4][N:3]([C:9]2[CH:14]=[CH:13][C:12]([N:15]3[CH2:19][C@H:18]([CH2:20][O:21][C:22]4[CH:26]=[CH:25][O:24][N:23]=4)[O:17][C:16]3=[O:27])=[CH:11][C:10]=2[F:28])[CH2:8][CH2:7]1)=[O:46], predict the reactants needed to synthesize it. The reactants are: Cl.Cl.[N:3]1([C:9]2[CH:14]=[CH:13][C:12]([N:15]3[CH2:19][C@H:18]([CH2:20][O:21][C:22]4[CH:26]=[CH:25][O:24][N:23]=4)[O:17][C:16]3=[O:27])=[CH:11][C:10]=2[F:28])[CH2:8][CH2:7][NH:6][CH2:5][CH2:4]1.C(N(CC)C(C)C)(C)C.[CH3:38][N:39]1[CH2:43][C@H:42]([OH:44])[CH2:41][C@H:40]1[C:45](O)=[O:46].F[P-](F)(F)(F)(F)F.N1(OC(N(C)C)=[N+](C)C)C2N=CC=CC=2N=N1. (5) Given the product [C:1]([N:5]1[C:9](=[O:10])[C:8]([NH:30][CH2:29][CH2:28][CH2:27][CH2:26][C:20]2[CH:25]=[CH:24][CH:23]=[CH:22][CH:21]=2)=[C:7]([C:12]2[CH:17]=[CH:16][CH:15]=[CH:14][CH:13]=2)[S:6]1(=[O:19])=[O:18])([CH3:4])([CH3:3])[CH3:2], predict the reactants needed to synthesize it. The reactants are: [C:1]([N:5]1[C:9](=[O:10])[C:8](Cl)=[C:7]([C:12]2[CH:17]=[CH:16][CH:15]=[CH:14][CH:13]=2)[S:6]1(=[O:19])=[O:18])([CH3:4])([CH3:3])[CH3:2].[C:20]1([CH2:26][CH2:27][CH2:28][CH2:29][NH2:30])[CH:25]=[CH:24][CH:23]=[CH:22][CH:21]=1. (6) The reactants are: [CH2:1]([N:8]([C:16]12[CH2:23][CH2:22][C:19]([CH2:24][OH:25])([CH2:20][CH2:21]1)[CH2:18][CH2:17]2)[C:9](=[O:15])[O:10][C:11]([CH3:14])([CH3:13])[CH3:12])[C:2]1[CH:7]=[CH:6][CH:5]=[CH:4][CH:3]=1.CC(OI1(OC(C)=O)(OC(C)=O)OC(=O)C2C=CC=CC1=2)=O. Given the product [CH2:1]([N:8]([C:16]12[CH2:21][CH2:20][C:19]([CH:24]=[O:25])([CH2:18][CH2:17]1)[CH2:22][CH2:23]2)[C:9](=[O:15])[O:10][C:11]([CH3:14])([CH3:13])[CH3:12])[C:2]1[CH:7]=[CH:6][CH:5]=[CH:4][CH:3]=1, predict the reactants needed to synthesize it. (7) Given the product [C:1]([O:5][C:6](=[O:15])[NH:7][C:8]1[CH:13]=[C:12]([CH2:14][CH:31]([OH:32])[C:30]2[CH:29]=[CH:33][C:19]([CH3:20])=[CH:18][CH:17]=2)[CH:11]=[CH:10][N:9]=1)([CH3:4])([CH3:3])[CH3:2], predict the reactants needed to synthesize it. The reactants are: [C:1]([O:5][C:6](=[O:15])[NH:7][C:8]1[CH:13]=[C:12]([CH3:14])[CH:11]=[CH:10][N:9]=1)([CH3:4])([CH3:3])[CH3:2].[Li][CH2:17][CH2:18][CH2:19][CH3:20].CCCCCC.[NH4+].[Cl-].[CH2:29]1[CH2:33][O:32][CH2:31][CH2:30]1.